This data is from Forward reaction prediction with 1.9M reactions from USPTO patents (1976-2016). The task is: Predict the product of the given reaction. Given the reactants [CH3:1][O:2][C:3](=[O:33])[NH:4][CH:5]([C:9]([N:11]1[CH2:15][CH:14]([O:16][CH2:17][CH2:18][O:19][CH3:20])[CH2:13][CH:12]1[C:21]1[NH:22][C:23]([C:26]2[CH:31]=[CH:30][C:29](Br)=[CH:28][CH:27]=2)=[CH:24][N:25]=1)=[O:10])[CH:6]([CH3:8])[CH3:7].B1(B2OC(C)(C)C(C)(C)O2)OC(C)(C)C(C)(C)O1.C([O-])(=O)C.[K+].[CH3:57][O:58][C:59](=[O:90])[NH:60][CH:61]([C:65]([N:67]1[CH:73]([C:74]2[NH:75][C:76]([C:79]3[CH:88]=[CH:87][C:86]4[C:81](=[CH:82][CH:83]=[C:84](Br)[CH:85]=4)[CH:80]=3)=[CH:77][N:78]=2)[CH2:72][C:69]2([CH2:71][CH2:70]2)[CH2:68]1)=[O:66])[CH:62]([CH3:64])[CH3:63], predict the reaction product. The product is: [CH3:57][O:58][C:59](=[O:90])[NH:60][CH:61]([C:65]([N:67]1[CH:73]([C:74]2[N:75]=[C:76]([C:79]3[CH:88]=[CH:87][C:86]4[C:81](=[CH:82][CH:83]=[C:84]([C:29]5[CH:28]=[CH:27][C:26]([C:23]6[NH:22][C:21]([CH:12]7[CH2:13][CH:14]([O:16][CH2:17][CH2:18][O:19][CH3:20])[CH2:15][N:11]7[C:9](=[O:10])[CH:5]([NH:4][C:3]([O:2][CH3:1])=[O:33])[CH:6]([CH3:8])[CH3:7])=[N:25][CH:24]=6)=[CH:31][CH:30]=5)[CH:85]=4)[CH:80]=3)[CH2:77][N:78]=2)[CH2:72][C:69]2([CH2:71][CH2:70]2)[CH2:68]1)=[O:66])[CH:62]([CH3:64])[CH3:63].